This data is from Forward reaction prediction with 1.9M reactions from USPTO patents (1976-2016). The task is: Predict the product of the given reaction. (1) The product is: [I:6][C:7]1[CH:13]=[C:12]([N+:14]([O-:16])=[O:15])[CH:11]=[C:10]([I:17])[CH:8]=1. Given the reactants OS(O)(=O)=O.[I:6][C:7]1[CH:13]=[C:12]([N+:14]([O-:16])=[O:15])[CH:11]=[C:10]([I:17])[C:8]=1N.NC1C=CC=CC=1.N([O-])=O.[Na+], predict the reaction product. (2) Given the reactants Cl[C:2]1[N:7]=[C:6](Cl)[N:5]=[C:4](Cl)[N:3]=1.[OH:10][C:11]1[CH:12]=[C:13](B(O)O)[CH:14]=[C:15]([OH:17])[CH:16]=1.[C:21](=[O:24])([O-])[O-].[K+].[K+], predict the reaction product. The product is: [N:3]1[C:4]([C:13]2[CH:14]=[C:15]([OH:17])[CH:16]=[C:11]([OH:10])[CH:12]=2)=[N:5][C:6]([C:13]2[CH:14]=[C:15]([OH:17])[CH:16]=[C:11]([OH:10])[CH:12]=2)=[N:7][C:2]=1[C:15]1[CH:14]=[C:21]([OH:24])[CH:12]=[C:11]([OH:10])[CH:16]=1. (3) Given the reactants [Cl:1][C:2]1[CH:3]=[CH:4][C:5]2[N:11]([CH3:12])[C:10](=[O:13])[CH:9]([NH:14][C:15]([NH:19][C:20]3[C:29]4[C:24](=[CH:25][CH:26]=[CH:27][CH:28]=4)[C:23]([N:30]4[CH2:35][CH2:34][O:33][CH2:32][CH2:31]4)=[CH:22][CH:21]=3)=[N:16][C:17]#[N:18])[N:8]=[C:7]([C:36]3[CH:41]=[CH:40][CH:39]=[CH:38][C:37]=3[Cl:42])[C:6]=2[CH:43]=1.O.FC(F)(F)C(O)=[O:48], predict the reaction product. The product is: [Cl:1][C:2]1[CH:3]=[CH:4][C:5]2[N:11]([CH3:12])[C:10](=[O:13])[CH:9]([NH:14]/[C:15](/[NH:19][C:20]3[C:29]4[C:24](=[CH:25][CH:26]=[CH:27][CH:28]=4)[C:23]([N:30]4[CH2:31][CH2:32][O:33][CH2:34][CH2:35]4)=[CH:22][CH:21]=3)=[N:16]/[C:17]([NH2:18])=[O:48])[N:8]=[C:7]([C:36]3[CH:41]=[CH:40][CH:39]=[CH:38][C:37]=3[Cl:42])[C:6]=2[CH:43]=1. (4) The product is: [ClH:41].[CH2:33]([NH:40][CH:1]1[C:13]2[NH:12][C:11]3[C:6](=[CH:7][CH:8]=[CH:9][CH:10]=3)[C:5]=2[CH2:4][CH2:3][CH2:2]1)[C:34]1[CH:39]=[CH:38][CH:37]=[CH:36][CH:35]=1. Given the reactants [C:1]1(=O)[C:13]2[NH:12][C:11]3[C:6](=[CH:7][CH:8]=[CH:9][CH:10]=3)[C:5]=2[CH2:4][CH2:3][CH2:2]1.C(O[BH-](OC(=O)C)OC(=O)C)(=O)C.[Na+].C(O)(=O)C.[CH2:33]([NH2:40])[C:34]1[CH:39]=[CH:38][CH:37]=[CH:36][CH:35]=1.[ClH:41], predict the reaction product. (5) Given the reactants [CH:1]([O:4][C:5]1[CH:29]=[CH:28][C:8]([C:9]([N:11]([CH:25]([CH3:27])[CH3:26])[C@@H:12]2[CH2:17][CH2:16][CH2:15][N:14]([C:18]([O:20][C:21]([CH3:24])([CH3:23])[CH3:22])=[O:19])[CH2:13]2)=[O:10])=[CH:7][C:6]=1[O:30][CH2:31][CH2:32][CH2:33][O:34][CH3:35])([CH3:3])[CH3:2].C([O-])(=O)C.[Na+].[Br:41]Br.S([O-])([O-])(=O)=S.[Na+].[Na+], predict the reaction product. The product is: [Br:41][C:28]1[CH:29]=[C:5]([O:4][CH:1]([CH3:3])[CH3:2])[C:6]([O:30][CH2:31][CH2:32][CH2:33][O:34][CH3:35])=[CH:7][C:8]=1[C:9]([N:11]([CH:25]([CH3:26])[CH3:27])[C@@H:12]1[CH2:17][CH2:16][CH2:15][N:14]([C:18]([O:20][C:21]([CH3:22])([CH3:23])[CH3:24])=[O:19])[CH2:13]1)=[O:10]. (6) Given the reactants [CH2:1]([O:8][C:9]([N:11]1[CH2:16][CH2:15][CH:14]([N:17]2[C:25]3[C:20](=[CH:21][C:22]([C:26](O)=[O:27])=[CH:23][CH:24]=3)[CH2:19][C:18]2=[O:29])[CH2:13][CH2:12]1)=[O:10])[C:2]1[CH:7]=[CH:6][CH:5]=[CH:4][CH:3]=1.O.O[N:32]1[C:36]2C=CC=CC=2N=N1.Cl.CN(C)CCCN=C=NCC.CN.O1CCCC1, predict the reaction product. The product is: [CH3:36][NH:32][C:26]([C:22]1[CH:21]=[C:20]2[C:25](=[CH:24][CH:23]=1)[N:17]([CH:14]1[CH2:15][CH2:16][N:11]([C:9]([O:8][CH2:1][C:2]3[CH:7]=[CH:6][CH:5]=[CH:4][CH:3]=3)=[O:10])[CH2:12][CH2:13]1)[C:18](=[O:29])[CH2:19]2)=[O:27].